From a dataset of Reaction yield outcomes from USPTO patents with 853,638 reactions. Predict the reaction yield, written as a fraction of the theoretical maximum amount of product (1.0 means a 100% yield; for example, 0.34 means a 34% yield). (1) The reactants are [F:1][C:2]1[CH:7]=[C:6]([F:8])[C:5]([F:9])=[CH:4][C:3]=1[C:10]1[CH:15]=[CH:14][C:13]([O:16][CH2:17][C:18]2[CH:19]=[C:20]([CH:24]=[CH:25][CH:26]=2)[C:21]([OH:23])=O)=[CH:12][CH:11]=1.C1N=CN(C(N2C=NC=C2)=O)C=1.[CH:39]1([S:42]([NH2:45])(=[O:44])=[O:43])[CH2:41][CH2:40]1.C1CCN2C(=NCCC2)CC1.Cl. The catalyst is C1COCC1.O. The product is [F:1][C:2]1[CH:7]=[C:6]([F:8])[C:5]([F:9])=[CH:4][C:3]=1[C:10]1[CH:11]=[CH:12][C:13]([O:16][CH2:17][C:18]2[CH:19]=[C:20]([CH:24]=[CH:25][CH:26]=2)[C:21]([NH:45][S:42]([CH:39]2[CH2:41][CH2:40]2)(=[O:44])=[O:43])=[O:23])=[CH:14][CH:15]=1. The yield is 0.401. (2) The product is [C:15]([O:19][C:20]([N:5]1[C:6]2[C:11](=[CH:10][CH:9]=[CH:8][CH:7]=2)[CH2:12][CH:3]([CH2:2][OH:1])[CH2:4]1)=[O:21])([CH3:18])([CH3:17])[CH3:16]. The catalyst is C1COCC1.O. The yield is 0.910. The reactants are [OH:1][CH2:2][CH:3]1[CH2:12][C:11]2[C:6](=[CH:7][CH:8]=[CH:9][CH:10]=2)[NH:5][CH2:4]1.[OH-].[Na+].[C:15]([O:19][C:20](O[C:20]([O:19][C:15]([CH3:18])([CH3:17])[CH3:16])=[O:21])=[O:21])([CH3:18])([CH3:17])[CH3:16]. (3) The reactants are [Cl:1][C:2]1[CH:3]=[CH:4][C:5]2[C:11]3[N:12]=[C:13]([NH:16][C:17]4[CH:22]=[CH:21][C:20]([N+:23]([O-])=O)=[CH:19][CH:18]=4)[N:14]=[CH:15][C:10]=3[CH2:9][N:8]=[C:7]([C:26]3[C:31]([F:32])=[CH:30][CH:29]=[CH:28][C:27]=3[F:33])[C:6]=2[CH:34]=1.C([O-])(O)=O.[Na+]. The catalyst is C(OCC)(=O)C. The product is [Cl:1][C:2]1[CH:3]=[CH:4][C:5]2[C:11]3[N:12]=[C:13]([NH:16][C:17]4[CH:18]=[CH:19][C:20]([NH2:23])=[CH:21][CH:22]=4)[N:14]=[CH:15][C:10]=3[CH2:9][N:8]=[C:7]([C:26]3[C:31]([F:32])=[CH:30][CH:29]=[CH:28][C:27]=3[F:33])[C:6]=2[CH:34]=1. The yield is 1.00. (4) The reactants are Cl.[NH2:2][C@H:3]1[C@H:8]2[CH2:9][C@H:5]([CH2:6][CH2:7]2)[C@H:4]1[C:10]([O:12][CH3:13])=[O:11].C([O-])(=O)C.[Na+].[F:19][C:20]1[CH:27]=[CH:26][C:23]([CH:24]=O)=[CH:22][C:21]=1[CH3:28].C([BH3-])#N.[Na+].C(=O)(O)[O-].[Na+]. The catalyst is CO.C(OCC)(=O)C. The product is [F:19][C:20]1[CH:27]=[CH:26][C:23]([CH2:24][NH:2][C@H:3]2[C@H:8]3[CH2:9][C@H:5]([CH2:6][CH2:7]3)[C@H:4]2[C:10]([O:12][CH3:13])=[O:11])=[CH:22][C:21]=1[CH3:28]. The yield is 0.770.